Dataset: Catalyst prediction with 721,799 reactions and 888 catalyst types from USPTO. Task: Predict which catalyst facilitates the given reaction. (1) Reactant: [CH3:1][N:2]([CH3:15])[CH2:3][CH2:4][O:5][C:6]1[CH:11]=[CH:10][C:9]([NH2:12])=[CH:8][C:7]=1[O:13][CH3:14].[I:16][C:17]1[CH:22]=[CH:21][C:20]([S:23](Cl)(=[O:25])=[O:24])=[CH:19][CH:18]=1.O1CCOC2C=C(NS(C3C=CC(I)=CC=3)(=O)=O)C=CC1=2. Product: [CH3:1][N:2]([CH3:15])[CH2:3][CH2:4][O:5][C:6]1[CH:11]=[CH:10][C:9]([NH:12][S:23]([C:20]2[CH:21]=[CH:22][C:17]([I:16])=[CH:18][CH:19]=2)(=[O:25])=[O:24])=[CH:8][C:7]=1[O:13][CH3:14]. The catalyst class is: 17. (2) Reactant: [Cl:1][C:2]1[CH:7]=[CH:6][C:5]([NH:8]C(=O)C2C=CC=CC=2)=[C:4]([C:17](=[O:27])[C:18]2[C:23]([O:24][CH3:25])=[CH:22][CH:21]=[CH:20][C:19]=2[F:26])[CH:3]=1.[OH-].[K+]. Product: [NH2:8][C:5]1[CH:6]=[CH:7][C:2]([Cl:1])=[CH:3][C:4]=1[C:17]([C:18]1[C:23]([O:24][CH3:25])=[CH:22][CH:21]=[CH:20][C:19]=1[F:26])=[O:27]. The catalyst class is: 5. (3) Reactant: [C:1]([C:3]1[S:4][C:5]2[C:11]([C:12]#[N:13])=[C:10](/[N:14]=[CH:15]/[N:16](C)C)[CH:9]=[CH:8][C:6]=2[N:7]=1)#[N:2].[CH3:19][O:20][C:21]1[CH:22]=[C:23]([CH:25]=[C:26]([O:28][CH3:29])[CH:27]=1)N.[K+].[Br-]. Product: [CH3:19][O:20][C:21]1[CH:22]=[C:23]([NH:13][C:12]2[C:11]3[C:10](=[CH:9][CH:8]=[C:6]4[N:7]=[C:3]([C:1]#[N:2])[S:4][C:5]4=3)[N:14]=[CH:15][N:16]=2)[CH:25]=[C:26]([O:28][CH3:29])[CH:27]=1. The catalyst class is: 91. (4) Reactant: [CH3:1][O:2][C:3](=[O:17])[C:4]1[CH:9]=[CH:8][CH:7]=[C:6]([C:10]2[N:11]=[CH:12][S:13][C:14]=2[CH2:15][OH:16])[CH:5]=1.[O:18]1[CH:23]=[CH:22][CH2:21][CH2:20][CH2:19]1.O.C1(C)C=CC(S(O)(=O)=O)=CC=1. Product: [CH3:1][O:2][C:3](=[O:17])[C:4]1[CH:9]=[CH:8][CH:7]=[C:6]([C:10]2[N:11]=[CH:12][S:13][C:14]=2[CH2:15][O:16][CH:19]2[CH2:20][CH2:21][CH2:22][CH2:23][O:18]2)[CH:5]=1. The catalyst class is: 25. (5) Reactant: [CH3:1][C:2]1[S:6][C:5](=[NH:7])[N:4]([C:8]2[CH:21]=[CH:20][C:11]3[O:12][C:13]([F:19])([F:18])[C:14]([F:17])([F:16])[O:15][C:10]=3[CH:9]=2)[CH:3]=1.C(N(CC)CC)C.[CH:29]1([C:33](Cl)=[O:34])[CH2:32][CH2:31][CH2:30]1. Product: [CH3:1][C:2]1[S:6]/[C:5](=[N:7]\[C:33]([CH:29]2[CH2:32][CH2:31][CH2:30]2)=[O:34])/[N:4]([C:8]2[CH:21]=[CH:20][C:11]3[O:12][C:13]([F:19])([F:18])[C:14]([F:16])([F:17])[O:15][C:10]=3[CH:9]=2)[CH:3]=1. The catalyst class is: 10. (6) Reactant: [Cl:1][C:2]1[CH:8]=[CH:7][C:5]([NH2:6])=[CH:4][CH:3]=1.C(N(CC)CC)C.[C:16](Cl)(=[O:21])[C:17]([CH3:20])([CH3:19])[CH3:18]. Product: [Cl:1][C:2]1[CH:8]=[CH:7][C:5]([NH:6][C:16](=[O:21])[C:17]([CH3:20])([CH3:19])[CH3:18])=[CH:4][CH:3]=1. The catalyst class is: 10. (7) Reactant: [CH2:1]([O:3][C@H:4]([C:10]1[CH:15]=[CH:14][C:13]([OH:16])=[CH:12][CH:11]=1)[CH2:5][C:6]([O:8][CH3:9])=[O:7])[CH3:2].[CH3:17][C:18]1([CH3:28])[C:26]2[C:21](=[CH:22][CH:23]=[CH:24][CH:25]=2)[CH:20](O)[CH2:19]1.C1(P(C2C=CC=CC=2)C2C=CC=CC=2)C=CC=CC=1.C1(C)C=CC=CC=1.N(C(OCC)=O)=NC(OCC)=O. Product: [CH3:17][C:18]1([CH3:28])[C:26]2[C:21](=[CH:22][CH:23]=[CH:24][CH:25]=2)[CH:20]([O:16][C:13]2[CH:14]=[CH:15][C:10]([C@@H:4]([O:3][CH2:1][CH3:2])[CH2:5][C:6]([O:8][CH3:9])=[O:7])=[CH:11][CH:12]=2)[CH2:19]1. The catalyst class is: 7. (8) Reactant: [N:1]1([CH:6]2[CH2:11][CH2:10][CH:9]([NH:12]C(=O)OC(C)(C)C)[CH2:8][CH2:7]2)[CH2:5][CH2:4][CH2:3][CH2:2]1. The catalyst class is: 157. Product: [N:1]1([CH:6]2[CH2:11][CH2:10][CH:9]([NH2:12])[CH2:8][CH2:7]2)[CH2:2][CH2:3][CH2:4][CH2:5]1.